Dataset: NCI-60 drug combinations with 297,098 pairs across 59 cell lines. Task: Regression. Given two drug SMILES strings and cell line genomic features, predict the synergy score measuring deviation from expected non-interaction effect. (1) Drug 1: C1CCC(CC1)NC(=O)N(CCCl)N=O. Drug 2: CC1CCCC2(C(O2)CC(NC(=O)CC(C(C(=O)C(C1O)C)(C)C)O)C(=CC3=CSC(=N3)C)C)C. Cell line: MALME-3M. Synergy scores: CSS=12.5, Synergy_ZIP=-3.64, Synergy_Bliss=0.629, Synergy_Loewe=-4.58, Synergy_HSA=-2.25. (2) Drug 1: CS(=O)(=O)C1=CC(=C(C=C1)C(=O)NC2=CC(=C(C=C2)Cl)C3=CC=CC=N3)Cl. Drug 2: C1=NC(=NC(=O)N1C2C(C(C(O2)CO)O)O)N. Cell line: HL-60(TB). Synergy scores: CSS=14.8, Synergy_ZIP=6.33, Synergy_Bliss=11.8, Synergy_Loewe=-1.21, Synergy_HSA=6.57. (3) Drug 1: CN1C2=C(C=C(C=C2)N(CCCl)CCCl)N=C1CCCC(=O)O.Cl. Drug 2: CN(CCCl)CCCl.Cl. Cell line: TK-10. Synergy scores: CSS=18.5, Synergy_ZIP=-2.63, Synergy_Bliss=1.41, Synergy_Loewe=-11.3, Synergy_HSA=2.68.